Dataset: Reaction yield outcomes from USPTO patents with 853,638 reactions. Task: Predict the reaction yield, written as a fraction of the theoretical maximum amount of product (1.0 means a 100% yield; for example, 0.34 means a 34% yield). (1) The reactants are Br[C:2]1[CH:7]=[CH:6][C:5]([C@@H:8]([NH:10][S@@:11]([C:13]([CH3:16])([CH3:15])[CH3:14])=[O:12])[CH3:9])=[C:4]([F:17])[CH:3]=1.O1C=[C:21](B2OC(C)(C)C(C)(C)O2)[CH:20]=[N:19]1.C(Cl)Cl.[F-].[K+]. The catalyst is C1C=CC(P(C2C=CC=CC=2)[C-]2C=CC=C2)=CC=1.C1C=CC(P(C2C=CC=CC=2)[C-]2C=CC=C2)=CC=1.Cl[Pd]Cl.[Fe+2].CS(C)=O. The product is [C:20]([CH2:21][C:2]1[CH:7]=[CH:6][C:5]([C@@H:8]([NH:10][S@@:11]([C:13]([CH3:16])([CH3:15])[CH3:14])=[O:12])[CH3:9])=[C:4]([F:17])[CH:3]=1)#[N:19]. The yield is 0.520. (2) The reactants are [CH2:1]([O:3][C:4]1[C:5]([C:15]([F:18])([F:17])[F:16])=[CH:6][C:7]([N+:12]([O-])=O)=[C:8]([CH:11]=1)[C:9]#[N:10])[CH3:2]. The catalyst is CO.Cl.[Fe]. The product is [NH2:12][C:7]1[CH:6]=[C:5]([C:15]([F:17])([F:18])[F:16])[C:4]([O:3][CH2:1][CH3:2])=[CH:11][C:8]=1[C:9]#[N:10]. The yield is 0.840. (3) The reactants are [Br:1][C:2]1[CH:11]=[CH:10][C:5]([C:6]([O:8]C)=[O:7])=[CH:4][C:3]=1[CH2:12][O:13][CH3:14].[OH-].[Na+]. The catalyst is CCO. The product is [Br:1][C:2]1[CH:11]=[CH:10][C:5]([C:6]([OH:8])=[O:7])=[CH:4][C:3]=1[CH2:12][O:13][CH3:14]. The yield is 0.870.